This data is from Full USPTO retrosynthesis dataset with 1.9M reactions from patents (1976-2016). The task is: Predict the reactants needed to synthesize the given product. (1) Given the product [F:23][C:16]1[C:15]([NH:24][C:25]2[CH:30]=[CH:29][C:28]([I:31])=[CH:27][C:26]=2[F:32])=[C:14]([CH:19]=[C:18]([CH:20]=[O:21])[C:17]=1[F:22])[C:13]([NH:12][O:11][CH2:10][CH2:9][OH:8])=[O:33], predict the reactants needed to synthesize it. The reactants are: [Si]([O:8][CH2:9][CH2:10][O:11][NH:12][C:13](=[O:33])[C:14]1[CH:19]=[C:18]([CH:20]=[O:21])[C:17]([F:22])=[C:16]([F:23])[C:15]=1[NH:24][C:25]1[CH:30]=[CH:29][C:28]([I:31])=[CH:27][C:26]=1[F:32])(C(C)(C)C)(C)C.O.C1(C)C=CC(S(O)(=O)=O)=CC=1. (2) Given the product [C:15]([O:19][C:20](=[O:33])[C:21]([CH3:22])([S:24][C:25]1[S:26][CH:27]=[C:28]([CH2:30][CH2:31][NH:32][C:12]([C:10]2[CH:9]=[N:8][N:7]([C:1]3[CH:2]=[CH:3][CH:4]=[CH:5][CH:6]=3)[CH:11]=2)=[O:14])[N:29]=1)[CH3:23])([CH3:17])([CH3:16])[CH3:18], predict the reactants needed to synthesize it. The reactants are: [C:1]1([N:7]2[CH:11]=[C:10]([C:12]([OH:14])=O)[CH:9]=[N:8]2)[CH:6]=[CH:5][CH:4]=[CH:3][CH:2]=1.[C:15]([O:19][C:20](=[O:33])[C:21]([S:24][C:25]1[S:26][CH:27]=[C:28]([CH2:30][CH2:31][NH2:32])[N:29]=1)([CH3:23])[CH3:22])([CH3:18])([CH3:17])[CH3:16].CN(C)CCCN=C=NCC.ON1C2C=CC=CC=2N=N1. (3) Given the product [NH2:3][C:4]1[N:12]=[C:11]([C:13]([OH:15])=[O:14])[N:10]=[C:9]2[C:5]=1[NH:6][C:7](=[O:24])[N:8]2[CH2:17][C:18]1[CH:19]=[CH:20][CH:21]=[CH:22][CH:23]=1, predict the reactants needed to synthesize it. The reactants are: [OH-].[Na+].[NH2:3][C:4]1[N:12]=[C:11]([C:13]([O:15]C)=[O:14])[N:10]=[C:9]2[C:5]=1[NH:6][C:7](=[O:24])[N:8]2[CH2:17][C:18]1[CH:23]=[CH:22][CH:21]=[CH:20][CH:19]=1.Cl. (4) Given the product [OH:11][C@H:12]([C:27]1[CH:32]=[CH:31][C:30]([O:33][CH3:34])=[CH:29][CH:28]=1)[C@H:13]([NH:16][C:17](=[O:26])[O:18][CH2:19][C:20]1[CH:25]=[CH:24][CH:23]=[CH:22][CH:21]=1)[CH2:14][N:35]1[CH2:39][CH2:38][CH2:37][CH2:36]1, predict the reactants needed to synthesize it. The reactants are: C1(C)C=C(C)C=C(C)C=1Cl.[OH:11][C@H:12]([C:27]1[CH:32]=[CH:31][C:30]([O:33][CH3:34])=[CH:29][CH:28]=1)[C@H:13]([NH:16][C:17](=[O:26])[O:18][CH2:19][C:20]1[CH:25]=[CH:24][CH:23]=[CH:22][CH:21]=1)[CH2:14]O.[NH:35]1[CH2:39][CH2:38][CH2:37][CH2:36]1.